From a dataset of Full USPTO retrosynthesis dataset with 1.9M reactions from patents (1976-2016). Predict the reactants needed to synthesize the given product. Given the product [Br:44][C:45]1[CH:46]=[C:47]([C@H:51]([NH:53][C:36]([NH:20][C:19]2[CH:21]=[CH:22][C:16]([O:15][C:6]3[C:5]4[C:10](=[CH:11][C:12]([O:13][CH3:14])=[C:3]([O:2][CH3:1])[CH:4]=4)[N:9]=[CH:8][CH:7]=3)=[CH:17][C:18]=2[O:23][CH3:24])=[O:42])[CH3:52])[CH:48]=[CH:49][CH:50]=1, predict the reactants needed to synthesize it. The reactants are: [CH3:1][O:2][C:3]1[CH:4]=[C:5]2[C:10](=[CH:11][C:12]=1[O:13][CH3:14])[N:9]=[CH:8][CH:7]=[C:6]2[O:15][C:16]1[CH:22]=[CH:21][C:19]([NH2:20])=[C:18]([O:23][CH3:24])[CH:17]=1.C(N(CC)CC)C.ClC(Cl)(O[C:36](=[O:42])OC(Cl)(Cl)Cl)Cl.[Br:44][C:45]1[CH:46]=[C:47]([C@H:51]([NH2:53])[CH3:52])[CH:48]=[CH:49][CH:50]=1.